This data is from Full USPTO retrosynthesis dataset with 1.9M reactions from patents (1976-2016). The task is: Predict the reactants needed to synthesize the given product. The reactants are: [C:1]([N:8]1[CH2:12][C@H:11](OS(C)(=O)=O)[CH2:10][C@H:9]1[C:18]([O:20][CH3:21])=[O:19])([O:3][C:4]([CH3:7])([CH3:6])[CH3:5])=[O:2].[N-:22]=[N+:23]=[N-:24].[Na+]. Given the product [C:1]([N:8]1[CH2:12][C@@H:11]([N:22]=[N+:23]=[N-:24])[CH2:10][C@H:9]1[C:18]([O:20][CH3:21])=[O:19])([O:3][C:4]([CH3:7])([CH3:6])[CH3:5])=[O:2], predict the reactants needed to synthesize it.